This data is from Peptide-MHC class II binding affinity with 134,281 pairs from IEDB. The task is: Regression. Given a peptide amino acid sequence and an MHC pseudo amino acid sequence, predict their binding affinity value. This is MHC class II binding data. (1) The peptide sequence is LNKMRAVWVDGKART. The MHC is DRB1_1302 with pseudo-sequence DRB1_1302. The binding affinity (normalized) is 0.488. (2) The peptide sequence is VIDWLVSNQSVRNRQEGLY. The MHC is DRB3_0101 with pseudo-sequence DRB3_0101. The binding affinity (normalized) is 0.375. (3) The peptide sequence is PPHAATIRVLALGNQ. The MHC is HLA-DQA10501-DQB10402 with pseudo-sequence HLA-DQA10501-DQB10402. The binding affinity (normalized) is 0.633. (4) The peptide sequence is ILNTWLVKPGAGIMI. The MHC is DRB1_1101 with pseudo-sequence DRB1_1101. The binding affinity (normalized) is 0.504. (5) The peptide sequence is QPGVDIIEGPVKNVA. The MHC is DRB1_1302 with pseudo-sequence DRB1_1302. The binding affinity (normalized) is 0.537. (6) The peptide sequence is KALWIIFSQNMNIKL. The MHC is HLA-DQA10301-DQB10302 with pseudo-sequence HLA-DQA10301-DQB10302. The binding affinity (normalized) is 0.0815.